From a dataset of NCI-60 drug combinations with 297,098 pairs across 59 cell lines. Regression. Given two drug SMILES strings and cell line genomic features, predict the synergy score measuring deviation from expected non-interaction effect. (1) Drug 1: COC1=C(C=C2C(=C1)N=CN=C2NC3=CC(=C(C=C3)F)Cl)OCCCN4CCOCC4. Drug 2: C1CCC(CC1)NC(=O)N(CCCl)N=O. Cell line: HCT116. Synergy scores: CSS=27.3, Synergy_ZIP=-2.41, Synergy_Bliss=-0.844, Synergy_Loewe=-4.49, Synergy_HSA=2.01. (2) Synergy scores: CSS=37.5, Synergy_ZIP=-2.86, Synergy_Bliss=-4.88, Synergy_Loewe=-41.2, Synergy_HSA=-5.48. Drug 2: B(C(CC(C)C)NC(=O)C(CC1=CC=CC=C1)NC(=O)C2=NC=CN=C2)(O)O. Cell line: SK-MEL-2. Drug 1: CCN(CC)CCNC(=O)C1=C(NC(=C1C)C=C2C3=C(C=CC(=C3)F)NC2=O)C. (3) Drug 1: COC1=C2C(=CC3=C1OC=C3)C=CC(=O)O2. Cell line: PC-3. Synergy scores: CSS=3.57, Synergy_ZIP=-2.43, Synergy_Bliss=-3.68, Synergy_Loewe=-28.7, Synergy_HSA=-1.31. Drug 2: COCCOC1=C(C=C2C(=C1)C(=NC=N2)NC3=CC=CC(=C3)C#C)OCCOC.Cl. (4) Drug 1: CC1=C(C=C(C=C1)C(=O)NC2=CC(=CC(=C2)C(F)(F)F)N3C=C(N=C3)C)NC4=NC=CC(=N4)C5=CN=CC=C5. Drug 2: CC12CCC3C(C1CCC2O)C(CC4=C3C=CC(=C4)O)CCCCCCCCCS(=O)CCCC(C(F)(F)F)(F)F. Cell line: MOLT-4. Synergy scores: CSS=-14.8, Synergy_ZIP=8.41, Synergy_Bliss=1.59, Synergy_Loewe=-12.7, Synergy_HSA=-10.6. (5) Drug 1: CCCCCOC(=O)NC1=NC(=O)N(C=C1F)C2C(C(C(O2)C)O)O. Drug 2: CC1=C(C(=O)C2=C(C1=O)N3CC4C(C3(C2COC(=O)N)OC)N4)N. Cell line: NCI-H460. Synergy scores: CSS=36.4, Synergy_ZIP=5.08, Synergy_Bliss=1.38, Synergy_Loewe=-14.5, Synergy_HSA=-4.38. (6) Drug 1: CC1C(C(CC(O1)OC2CC(CC3=C2C(=C4C(=C3O)C(=O)C5=C(C4=O)C(=CC=C5)OC)O)(C(=O)CO)O)N)O.Cl. Drug 2: C1=CC=C(C(=C1)C(C2=CC=C(C=C2)Cl)C(Cl)Cl)Cl. Cell line: K-562. Synergy scores: CSS=9.02, Synergy_ZIP=14.6, Synergy_Bliss=35.3, Synergy_Loewe=-34.7, Synergy_HSA=-0.928. (7) Drug 1: CC1=C(C(CCC1)(C)C)C=CC(=CC=CC(=CC(=O)O)C)C. Drug 2: CC12CCC3C(C1CCC2OP(=O)(O)O)CCC4=C3C=CC(=C4)OC(=O)N(CCCl)CCCl.[Na+]. Cell line: UACC-257. Synergy scores: CSS=20.5, Synergy_ZIP=-6.61, Synergy_Bliss=-1.97, Synergy_Loewe=-0.716, Synergy_HSA=-0.587. (8) Drug 1: C1=CC(=CC=C1CC(C(=O)O)N)N(CCCl)CCCl.Cl. Drug 2: C1=CC=C(C=C1)NC(=O)CCCCCCC(=O)NO. Cell line: T-47D. Synergy scores: CSS=20.2, Synergy_ZIP=-3.85, Synergy_Bliss=0.955, Synergy_Loewe=-0.957, Synergy_HSA=-0.911. (9) Drug 1: CC1OCC2C(O1)C(C(C(O2)OC3C4COC(=O)C4C(C5=CC6=C(C=C35)OCO6)C7=CC(=C(C(=C7)OC)O)OC)O)O. Drug 2: C1=NC2=C(N1)C(=S)N=CN2. Cell line: MDA-MB-231. Synergy scores: CSS=23.0, Synergy_ZIP=-17.8, Synergy_Bliss=-24.8, Synergy_Loewe=-29.1, Synergy_HSA=-22.1.